From a dataset of Reaction yield outcomes from USPTO patents with 853,638 reactions. Predict the reaction yield, written as a fraction of the theoretical maximum amount of product (1.0 means a 100% yield; for example, 0.34 means a 34% yield). (1) The reactants are Cl.[NH2:2][CH2:3][C:4]([NH2:6])=[O:5].[OH-].[Na+].[C:9]1([C:15]([C:17]([C:19]2[CH:24]=[CH:23][CH:22]=[CH:21][CH:20]=2)=O)=O)[CH:14]=[CH:13][CH:12]=[CH:11][CH:10]=1.Cl. The catalyst is CO. The product is [OH:5][C:4]1[CH:3]=[N:2][C:17]([C:19]2[CH:24]=[CH:23][CH:22]=[CH:21][CH:20]=2)=[C:15]([C:9]2[CH:14]=[CH:13][CH:12]=[CH:11][CH:10]=2)[N:6]=1. The yield is 0.800. (2) The reactants are [Cl:1][C:2]1[CH:3]=[C:4]([CH:9]([CH2:18][CH:19]2[CH2:23][CH2:22][C:21](=O)[CH2:20]2)[C:10]([NH:12][C:13]2[S:14][CH:15]=[CH:16][N:17]=2)=[O:11])[CH:5]=[CH:6][C:7]=1[Cl:8].Cl.[CH3:26][O:27][NH2:28]. The catalyst is CO.N1C=CC=CC=1. The product is [Cl:1][C:2]1[CH:3]=[C:4]([CH:9]([CH2:18][CH:19]2[CH2:23][CH2:22][C:21](=[N:28][O:27][CH3:26])[CH2:20]2)[C:10]([NH:12][C:13]2[S:14][CH:15]=[CH:16][N:17]=2)=[O:11])[CH:5]=[CH:6][C:7]=1[Cl:8]. The yield is 0.980. (3) The reactants are [NH2:1][CH2:2][CH2:3][CH2:4][C:5]([OH:7])=[O:6].[O:8](C(OC(C)(C)C)=O)[C:9]([O:11][C:12]([CH3:15])([CH3:14])[CH3:13])=O.C(N(CC)CC)C. The catalyst is CO. The product is [C:9]([NH:1][CH2:2][CH2:3][CH2:4][C:5]([OH:7])=[O:6])([O:11][C:12]([CH3:15])([CH3:14])[CH3:13])=[O:8]. The yield is 0.710. (4) The reactants are C([O:5][C:6](=[O:20])[CH2:7][C:8]1([OH:19])[CH2:11][N:10]([C:12]([O:14][C:15]([CH3:18])([CH3:17])[CH3:16])=[O:13])[CH2:9]1)(C)(C)C.Cl.[OH-].[Na+].O(C(OC(C)(C)C)=O)C(OC(C)(C)C)=O. The catalyst is O1CCOCC1. The product is [C:12]([N:10]1[CH2:9][C:8]([CH2:7][C:6]([OH:20])=[O:5])([OH:19])[CH2:11]1)([O:14][C:15]([CH3:18])([CH3:17])[CH3:16])=[O:13]. The yield is 0.940.